Task: Predict the product of the given reaction.. Dataset: Forward reaction prediction with 1.9M reactions from USPTO patents (1976-2016) (1) Given the reactants [CH3:1][C:2]1[CH:7]=[C:6]([C:8]([C:10]2[S:14][C:13]([NH2:15])=[N:12][C:11]=2[C:16]2[O:17][CH:18]=[CH:19][CH:20]=2)=[O:9])[CH:5]=[CH:4][N:3]=1.[C:21](O)(=[O:28])[C:22]1[CH:27]=[CH:26][N:25]=[CH:24][CH:23]=1.CCN=C=NCCCN(C)C.Cl.O.ON1C2C=CC=CC=2N=N1, predict the reaction product. The product is: [O:17]1[CH:18]=[CH:19][CH:20]=[C:16]1[C:11]1[N:12]=[C:13]([NH:15][C:21]([C:22]2[CH:27]=[CH:26][N:25]=[CH:24][CH:23]=2)=[O:28])[S:14][C:10]=1[C:8]([C:6]1[CH:5]=[CH:4][N:3]=[C:2]([CH3:1])[CH:7]=1)=[O:9]. (2) Given the reactants Br[C:2]1[CH:7]=[CH:6][C:5]([O:8][CH2:9][CH2:10][CH3:11])=[CH:4][CH:3]=1.C([Li])CCC.[CH2:17]([N:24]1[CH2:29][CH2:28][C:27](=[O:30])[CH2:26][CH2:25]1)[C:18]1[CH:23]=[CH:22][CH:21]=[CH:20][CH:19]=1, predict the reaction product. The product is: [CH2:17]([N:24]1[CH2:29][CH2:28][C:27]([C:2]2[CH:7]=[CH:6][C:5]([O:8][CH2:9][CH2:10][CH3:11])=[CH:4][CH:3]=2)([OH:30])[CH2:26][CH2:25]1)[C:18]1[CH:19]=[CH:20][CH:21]=[CH:22][CH:23]=1. (3) Given the reactants [CH2:1]([C:4]1[NH:9][C:8](=[S:10])[NH:7][C:6](=[O:11])[CH:5]=1)[CH2:2][CH3:3].[OH-].[Na+].I[CH3:15], predict the reaction product. The product is: [CH3:15][S:10][C:8]1[NH:7][C:6](=[O:11])[CH:5]=[C:4]([CH2:1][CH2:2][CH3:3])[N:9]=1. (4) Given the reactants [Cl:1][C:2]1[CH:3]=[CH:4][C:5]([O:25][CH:26]([F:28])[F:27])=[C:6]([C:8]2[C:13]([O:14][CH3:15])=[CH:12][N:11]([CH:16]([CH2:20][CH2:21][O:22][CH3:23])[C:17](O)=[O:18])[C:10](=[O:24])[CH:9]=2)[CH:7]=1.[NH2:29][C:30]1[CH:39]=[CH:38][C:33]2=[N:34][C:35](=[O:37])[N:36]=[C:32]2[CH:31]=1, predict the reaction product. The product is: [Cl:1][C:2]1[CH:3]=[CH:4][C:5]([O:25][CH:26]([F:27])[F:28])=[C:6]([C:8]2[C:13]([O:14][CH3:15])=[CH:12][N:11]([CH:16]([CH2:20][CH2:21][O:22][CH3:23])[C:17]([NH:29][C:30]3[CH:39]=[CH:38][C:33]4[NH:34][C:35](=[O:37])[NH:36][C:32]=4[CH:31]=3)=[O:18])[C:10](=[O:24])[CH:9]=2)[CH:7]=1. (5) Given the reactants [N:1]1[CH:6]=[CH:5][CH:4]=[C:3](B(O)O)[CH:2]=1.[CH3:10][N:11]([CH3:35])[CH2:12][CH2:13][N:14]1[C:23]2[C@@:18]([CH3:33])([C@H:19]3[CH2:30][CH2:29][C@@:28]4([CH3:31])[C@@H:24]([CH2:25][CH:26]=[C:27]4I)[C@@H:20]3[CH2:21][CH:22]=2)[CH2:17][CH2:16][C:15]1=[O:34].O, predict the reaction product. The product is: [CH3:10][N:11]([CH3:35])[CH2:12][CH2:13][N:14]1[C:23]2[C@@:18]([CH3:33])([C@H:19]3[CH2:30][CH2:29][C@@:28]4([CH3:31])[C@@H:24]([CH2:25][CH:26]=[C:27]4[C:3]4[CH:2]=[N:1][CH:6]=[CH:5][CH:4]=4)[C@@H:20]3[CH2:21][CH:22]=2)[CH2:17][CH2:16][C:15]1=[O:34]. (6) Given the reactants [OH:1][CH2:2][CH2:3][C:4]1[CH:5]=[C:6]([CH2:12][CH:13]([O:19][CH:20]([CH3:22])[CH3:21])[C:14]([O:16]CC)=[O:15])[CH:7]=[CH:8][C:9]=1[O:10][CH3:11].[O:23]([C:30]1[CH:35]=[CH:34][C:33]([N:36]=[C:37]=[O:38])=[CH:32][CH:31]=1)[C:24]1[CH:29]=[CH:28][CH:27]=[CH:26][CH:25]=1, predict the reaction product. The product is: [CH:20]([O:19][CH:13]([CH2:12][C:6]1[CH:7]=[CH:8][C:9]([O:10][CH3:11])=[C:4]([CH2:3][CH2:2][O:1][C:37]([NH:36][C:33]2[CH:34]=[CH:35][C:30]([O:23][C:24]3[CH:25]=[CH:26][CH:27]=[CH:28][CH:29]=3)=[CH:31][CH:32]=2)=[O:38])[CH:5]=1)[C:14]([OH:16])=[O:15])([CH3:21])[CH3:22].